This data is from Peptide-MHC class I binding affinity with 185,985 pairs from IEDB/IMGT. The task is: Regression. Given a peptide amino acid sequence and an MHC pseudo amino acid sequence, predict their binding affinity value. This is MHC class I binding data. (1) The peptide sequence is SNKRKVLAI. The MHC is HLA-B08:01 with pseudo-sequence HLA-B08:01. The binding affinity (normalized) is 0.943. (2) The peptide sequence is FLAFVVFLLV. The MHC is HLA-A02:01 with pseudo-sequence HLA-A02:01. The binding affinity (normalized) is 0.598. (3) The MHC is HLA-A26:01 with pseudo-sequence HLA-A26:01. The peptide sequence is REVLNVRYM. The binding affinity (normalized) is 0.0847. (4) The peptide sequence is FQWPALHEE. The MHC is HLA-B18:01 with pseudo-sequence HLA-B18:01. The binding affinity (normalized) is 0.0847. (5) The peptide sequence is EACYIYKSGK. The MHC is HLA-A68:01 with pseudo-sequence HLA-A68:01. The binding affinity (normalized) is 0.680. (6) The binding affinity (normalized) is 0.166. The peptide sequence is TVPDESNV. The MHC is Mamu-A01 with pseudo-sequence Mamu-A01.